From a dataset of Forward reaction prediction with 1.9M reactions from USPTO patents (1976-2016). Predict the product of the given reaction. (1) Given the reactants [F:1][C:2]1[CH:10]=[CH:9][C:8]([I:11])=[CH:7][C:3]=1[C:4]([OH:6])=O.S(Cl)(Cl)=O.C(N(CC)CC)C.[CH3:23][N:24]([CH3:32])/[CH:25]=[CH:26]\[C:27]([O:29][CH2:30][CH3:31])=[O:28], predict the reaction product. The product is: [CH3:23][N:24]([CH3:32])[CH:25]=[C:26]([C:4](=[O:6])[C:3]1[CH:7]=[C:8]([I:11])[CH:9]=[CH:10][C:2]=1[F:1])[C:27]([O:29][CH2:30][CH3:31])=[O:28]. (2) Given the reactants [Cl:1][C:2]1[NH:7][C:6](=[O:8])[NH:5][C:4](=[O:9])[CH:3]=1.[H-].[Na+].[Br-].[Li+].Br[CH2:15][C:16]1[C:17]([C:22]#[N:23])=[CH:18][CH:19]=[CH:20][CH:21]=1.[H-].[Li+], predict the reaction product. The product is: [Cl:1][C:2]1[N:7]([CH2:15][C:16]2[CH:21]=[CH:20][CH:19]=[CH:18][C:17]=2[C:22]#[N:23])[C:6](=[O:8])[NH:5][C:4](=[O:9])[CH:3]=1. (3) Given the reactants Cl.Cl.[NH2:3][CH2:4][C:5](=[O:20])[CH2:6][CH2:7][C:8]1[CH:13]=[CH:12][C:11]([C:14]2[N:15]=[C:16]([NH2:19])[S:17][CH:18]=2)=[CH:10][CH:9]=1.C(N(CC)C(C)C)(C)C.[C:30](=[O:37])([O:32][C:33]([CH3:36])([CH3:35])[CH3:34])N.C(=O)([O:40][C:41](C)(C)[CH3:42])N.O, predict the reaction product. The product is: [C:33]([O:32][C:30](=[O:37])[NH:3][CH2:4][C:5](=[O:20])[CH2:6][CH2:7][C:8]1[CH:13]=[CH:12][C:11]([C:14]2[N:15]=[C:16]([NH:19][C:41](=[O:40])[CH3:42])[S:17][CH:18]=2)=[CH:10][CH:9]=1)([CH3:36])([CH3:35])[CH3:34]. (4) Given the reactants Cl[C:2]1[C:7]([CH3:8])=[C:6]([Cl:9])[N:5]=[CH:4][N:3]=1.[C:10]([O:14][C:15]([N:17]1[CH2:22][CH2:21][CH:20]([OH:23])[CH2:19][CH2:18]1)=[O:16])([CH3:13])([CH3:12])[CH3:11].CC(C)([O-])C.[K+], predict the reaction product. The product is: [C:10]([O:14][C:15]([N:17]1[CH2:22][CH2:21][CH:20]([O:23][C:2]2[C:7]([CH3:8])=[C:6]([Cl:9])[N:5]=[CH:4][N:3]=2)[CH2:19][CH2:18]1)=[O:16])([CH3:13])([CH3:11])[CH3:12]. (5) Given the reactants [OH:1][C:2]1[C:3](=[O:16])[CH:4]=[C:5]([CH2:8][O:9][CH:10]2[CH2:15][CH2:14][CH2:13][CH2:12][O:11]2)[O:6][CH:7]=1.C([O-])([O-])=O.[Cs+].[Cs+].[Br:23][CH2:24][CH:25]=[CH:26][CH2:27]Br, predict the reaction product. The product is: [Br:23][CH2:24]/[CH:25]=[CH:26]/[CH2:27][O:1][C:2]1[C:3](=[O:16])[CH:4]=[C:5]([CH2:8][O:9][CH:10]2[CH2:15][CH2:14][CH2:13][CH2:12][O:11]2)[O:6][CH:7]=1.